From a dataset of Forward reaction prediction with 1.9M reactions from USPTO patents (1976-2016). Predict the product of the given reaction. (1) The product is: [C:2]([O:6][C:7](=[O:16])[NH:8][CH2:9][CH2:10][CH2:11][CH2:12][CH2:13][CH2:14][NH:15][CH2:24][CH2:23][C:17]1[CH:22]=[CH:21][CH:20]=[CH:19][CH:18]=1)([CH3:5])([CH3:3])[CH3:4]. Given the reactants Cl.[C:2]([O:6][C:7](=[O:16])[NH:8][CH2:9][CH2:10][CH2:11][CH2:12][CH2:13][CH2:14][NH2:15])([CH3:5])([CH3:4])[CH3:3].[C:17]1([CH2:23][CH:24]=O)[CH:22]=[CH:21][CH:20]=[CH:19][CH:18]=1.C([BH3-])#N.[Na+].C(=O)([O-])O.[Na+], predict the reaction product. (2) Given the reactants [N:1]([C:4]1[C:5]([C:11]#[N:12])=[N:6][C:7]([F:10])=[CH:8][N:9]=1)=[N+]=[N-].[H][H], predict the reaction product. The product is: [NH2:1][C:4]1[C:5]([C:11]#[N:12])=[N:6][C:7]([F:10])=[CH:8][N:9]=1. (3) Given the reactants [CH2:1]([Li])CCC.[Br:6][C:7]1[CH:11]=[C:10](Br)[S:9][C:8]=1[O:13][CH3:14].CI, predict the reaction product. The product is: [Br:6][C:7]1[CH:11]=[C:10]([CH3:1])[S:9][C:8]=1[O:13][CH3:14]. (4) The product is: [C:1]1([C:45]2[CH:50]=[CH:49][CH:48]=[CH:47][CH:46]=2)[CH:2]=[CH:3][C:4]([C:7]2[N:8]([C:38]3[CH:39]=[CH:40][C:41]([Cl:44])=[CH:42][CH:43]=3)[C:9](=[O:37])[C:10]3[N:11]=[C:12]([CH2:22][NH:23][S:24]([CH3:27])(=[O:25])=[O:26])[N:13]([C:16]4[CH:17]=[CH:18][CH:19]=[CH:20][CH:21]=4)[C:14]=3[N:15]=2)=[CH:5][CH:6]=1. Given the reactants [C:1]1([C:45]2[CH:50]=[CH:49][CH:48]=[CH:47][CH:46]=2)[CH:6]=[CH:5][C:4]([C:7]2[N:8]([C:38]3[CH:43]=[CH:42][C:41]([Cl:44])=[CH:40][CH:39]=3)[C:9](=[O:37])[C:10]3[N:11]=[C:12]([CH2:22][N:23](CC4C=CC(OC)=CC=4)[S:24]([CH3:27])(=[O:26])=[O:25])[N:13]([C:16]4[CH:21]=[CH:20][CH:19]=[CH:18][CH:17]=4)[C:14]=3[N:15]=2)=[CH:3][CH:2]=1, predict the reaction product. (5) Given the reactants C1(C(C2C=CC=CC=2)(C2C=CC=CC=2)N2C=NC(SCCCOC3C=C(C=CC=3)C#N)=N2)C=CC=CC=1.[C:38]1([C:44]([C:70]2[CH:75]=[CH:74][CH:73]=[CH:72][CH:71]=2)([C:64]2[CH:69]=[CH:68][CH:67]=[CH:66][CH:65]=2)[N:45]2[CH:49]=[N:48][C:47]([S:50][CH2:51][CH2:52][CH2:53][CH2:54][O:55][C:56]3[CH:57]=[C:58]([CH:61]=[CH:62][CH:63]=3)[C:59]#[N:60])=[N:46]2)[CH:43]=[CH:42][CH:41]=[CH:40][CH:39]=1, predict the reaction product. The product is: [C:64]1([C:44]([C:70]2[CH:75]=[CH:74][CH:73]=[CH:72][CH:71]=2)([C:38]2[CH:39]=[CH:40][CH:41]=[CH:42][CH:43]=2)[N:45]2[CH:49]=[N:48][C:47]([S:50][CH2:51][CH2:52][CH2:53][CH2:54][O:55][C:56]3[CH:57]=[C:58]([CH2:59][NH2:60])[CH:61]=[CH:62][CH:63]=3)=[N:46]2)[CH:69]=[CH:68][CH:67]=[CH:66][CH:65]=1. (6) Given the reactants [CH3:1][C:2]1[C:28]2[C:6](=[N:7][N:8]3[C:13]([CH:14]4[CH2:19][CH2:18][N:17](C(OC(C)(C)C)=O)[CH2:16][CH2:15]4)=[CH:12][C:11](=[O:27])[NH:10][C:9]3=2)[N:5]=[CH:4][CH:3]=1.[ClH:29], predict the reaction product. The product is: [ClH:29].[CH3:1][C:2]1[C:28]2[C:6](=[N:7][N:8]3[C:13]([CH:14]4[CH2:15][CH2:16][NH:17][CH2:18][CH2:19]4)=[CH:12][C:11](=[O:27])[NH:10][C:9]3=2)[N:5]=[CH:4][CH:3]=1. (7) The product is: [ClH:59].[ClH:59].[CH3:29][N:28]1[C:5]2[C:6]3[CH:11]=[CH:10][CH:9]=[CH:8][C:7]=3[O:12][C:13]3([CH2:14][CH2:15][NH:16][CH2:17][CH2:18]3)[C:4]=2[C:1]([CH3:2])=[N:27]1. Given the reactants [C:1]([CH:4]1[C:13]2([CH2:18][CH2:17][N:16](C(OC(C)(C)C)=O)[CH2:15][CH2:14]2)[O:12][C:11]2[C:6](=[CH:7][CH:8]=[CH:9][CH:10]=2)[C:5]1=O)(=O)[CH3:2].[NH2:27][N:28](C)[C:29](=O)OC(C)(C)C.O.C1(C)C=CC(S(O)(=O)=O)=CC=1.NN(C)C(=O)OCCCC.[ClH:59], predict the reaction product. (8) Given the reactants [CH3:1][O:2][C:3]1[CH:12]=[C:11]2[C:6]([CH:7]=[CH:8][CH:9]=[C:10]2[C:13](=O)[CH2:14][NH:15][C:16](=[O:18])[CH3:17])=[CH:5][CH:4]=1.Cl.[NH2:21][OH:22].N1C=CC=CC=1.O, predict the reaction product. The product is: [OH:22]/[N:21]=[C:13](/[C:10]1[C:11]2[C:6](=[CH:5][CH:4]=[C:3]([O:2][CH3:1])[CH:12]=2)[CH:7]=[CH:8][CH:9]=1)\[CH2:14][NH:15][C:16](=[O:18])[CH3:17]. (9) Given the reactants [OH:1][C:2]1[CH:7]=[CH:6][C:5]([NH:8][C:9](=[O:11])[CH3:10])=[CH:4][C:3]=1[C:12]1[N:13]([CH3:17])[N:14]=[CH:15][CH:16]=1.C(=O)([O-])[O-].[Cs+].[Cs+].[CH3:24][O:25][CH2:26][CH2:27]Br, predict the reaction product. The product is: [CH3:24][O:25][CH2:26][CH2:27][O:1][C:2]1[CH:7]=[CH:6][C:5]([NH:8][C:9](=[O:11])[CH3:10])=[CH:4][C:3]=1[C:12]1[N:13]([CH3:17])[N:14]=[CH:15][CH:16]=1.